From a dataset of Experimentally validated miRNA-target interactions with 360,000+ pairs, plus equal number of negative samples. Binary Classification. Given a miRNA mature sequence and a target amino acid sequence, predict their likelihood of interaction. (1) The miRNA is hsa-miR-548z with sequence CAAAAACCGCAAUUACUUUUGCA. The protein sequence of the target gene is MEPLKFRDVAIEFSLEEWQCLDTIQQNLYRNVMLENYRNLVFLGIVVSKPDLITCLEQEKEPWTRKRHRMVAEPPVICSHFAQDFSPEQNIKDSFQKVTPRRYGKCEHENLQLSKSVDECKVQKGGYNGLNQCLPTTQSKIFQCDKYMKIFHKFSNLNGHKVRHTRKKPFKYKEFGKSFCIFSNLTQHKIICTRVNFYKCEDCGKAFNGSSIFTKHKRIHIGEKSYICEECGKACNQFTNLTTHKIIYTRDKLYKREECSKAFNLSSHITTHTIIHTGENPYKREECDKAFNQSLTLTTH.... Result: 1 (interaction). (2) The miRNA is hsa-miR-4782-3p with sequence UGAUUGUCUUCAUAUCUAGAAC. The protein sequence of the target gene is MPRPGRNTYSDQKPPYSYISLTAMAIQSSPEKMLPLSEIYKFIMDRFPYYRENTQRWQNSLRHNLSFNDCFIKIPRRPDQPGKGSFWALHPSCGDMFENGSFLRRRKRFKVLKSDHLAPSKPADAAQYLQQQAKLRLSALAASGTHLPQMPAAAYNLGGVAQPSGFKHPFAIENIIAREYKMPGGLAFSAMQPVPAAYPLPNQLTTMGSSLGTGWPHVYGSAGMIDSATPISMASGDYSAYGVPLKPLCHAAGQTLPAIPVPIKPTPAAVPALPALPAPIPTLLSNSPPSLSPTSSQTAT.... Result: 0 (no interaction). (3) The miRNA is hsa-miR-4758-3p with sequence UGCCCCACCUGCUGACCACCCUC. The protein sequence of the target gene is MDTFSTKSLALQAQKKLLSKMASKAVVAVLVDDTSSEVLDELYRATREFTRSRKEAQKMLKNLVKVALKLGLLLRGDQLGGEELALLRRFRHRARCLAMTAVSFHQVDFTFDRRVLAAGLLECRDLLHQAVGPHLTAKSHGRINHVFGHLADCDFLAALYGPAEPYRSHLRRICEGLGRMLDEGSL. Result: 1 (interaction). (4) The miRNA is hsa-miR-3529-5p with sequence AGGUAGACUGGGAUUUGUUGUU. The protein sequence of the target gene is MAASGKLSTCRLPPLPTIREIIKLLRLQAAKQLSQNFLLDLRLTDKIVRKAGNLTNAYVYEVGPGPGGITRSILNADVAELLVVEKDTRFIPGLQMLSDAAPGKLRIVHGDVLTFKVEKAFSESLKRPWEDDPPNVHIIGNLPFSVSTPLIIKWLENISCRDGPFVYGRTQMTLTFQKEVAERLAANTGSKQRSRLSVMAQYLCNVRHIFTIPGQAFVPKPEVDVGVVHFTPLIQPKIEQPFKLVEKVVQNVFQFRRKYCHRGLRMLFPEAQRLESTGRLLELADIDPTLRPRQLSISHF.... Result: 0 (no interaction). (5) The miRNA is hsa-miR-5700 with sequence UAAUGCAUUAAAUUAUUGAAGG. The protein sequence of the target gene is MASVALEDVAVNFTREEWALLGPCQKNLYKDVMQETIRNLDCVGMKWKDQNIEDQYRYPRKNLRCRMLERFVESKDGTQCGETSSQIQDSIVTKNTLPGVGPYESRMSGEVIMGHSSLNCYIRVGAGHKPYEYHECGEKPDTHKQRGKAFSYHNSLQTHERLHTGKKPYNCKECGKSFSSLGNLQRHMAVQRGDGPYKCKLCGKAFFWPSLLHMHERTHTGEKPYECKQCSKAFSFYSSYLRHERTHTGEKLYECKQCSKAFPDYSSCLRHERTHTGKKPYTCKQCGKAFSASTSLRRHE.... Result: 1 (interaction).